From a dataset of NCI-60 drug combinations with 297,098 pairs across 59 cell lines. Regression. Given two drug SMILES strings and cell line genomic features, predict the synergy score measuring deviation from expected non-interaction effect. (1) Drug 1: C1=C(C(=O)NC(=O)N1)F. Drug 2: CS(=O)(=O)OCCCCOS(=O)(=O)C. Cell line: RXF 393. Synergy scores: CSS=32.0, Synergy_ZIP=-7.78, Synergy_Bliss=-3.07, Synergy_Loewe=-4.17, Synergy_HSA=-0.244. (2) Drug 1: C1=CN(C(=O)N=C1N)C2C(C(C(O2)CO)O)O.Cl. Drug 2: CC1=C(C=C(C=C1)C(=O)NC2=CC(=CC(=C2)C(F)(F)F)N3C=C(N=C3)C)NC4=NC=CC(=N4)C5=CN=CC=C5. Cell line: SNB-19. Synergy scores: CSS=25.2, Synergy_ZIP=0.332, Synergy_Bliss=-0.263, Synergy_Loewe=-13.4, Synergy_HSA=-1.16.